Dataset: Forward reaction prediction with 1.9M reactions from USPTO patents (1976-2016). Task: Predict the product of the given reaction. (1) Given the reactants [N:1]1([C:7]([O:9][C:10]([CH3:13])([CH3:12])[CH3:11])=[O:8])[CH2:6][CH2:5][NH:4][CH2:3][CH2:2]1.[Cl:14][C:15]1[CH:16]=[C:17]([C:22](=O)[CH3:23])[CH:18]=[C:19]([Cl:21])[CH:20]=1.C(O[BH-](OC(=O)C)OC(=O)C)(=O)C.[Na+].C(O)(=O)C, predict the reaction product. The product is: [Cl:14][C:15]1[CH:16]=[C:17]([CH:22]([N:4]2[CH2:5][CH2:6][N:1]([C:7]([O:9][C:10]([CH3:13])([CH3:12])[CH3:11])=[O:8])[CH2:2][CH2:3]2)[CH3:23])[CH:18]=[C:19]([Cl:21])[CH:20]=1. (2) Given the reactants [CH:1]1([CH2:4][O:5][C:6]2[CH:11]=[CH:10][C:9]([C:12]3[C:17](=[O:18])[N:16]([CH2:19][C:20]4[CH:25]=[CH:24][C:23]([C:26]5[C:27]([C:32]#[N:33])=[CH:28][CH:29]=[CH:30][CH:31]=5)=[CH:22][CH:21]=4)[C:15]([CH2:34][CH2:35][CH3:36])=[N:14][C:13]=3[CH3:37])=[CH:8][CH:7]=2)[CH2:3][CH2:2]1.Cl.[NH2:39]O.[C:41](=[O:44])([O-])[OH:42].[Na+], predict the reaction product. The product is: [CH:1]1([CH2:4][O:5][C:6]2[CH:7]=[CH:8][C:9]([C:12]3[C:17](=[O:18])[N:16]([CH2:19][C:20]4[CH:25]=[CH:24][C:23]([C:26]5[CH:31]=[CH:30][CH:29]=[CH:28][C:27]=5[C:32]5[NH:39][C:41](=[O:44])[O:42][N:33]=5)=[CH:22][CH:21]=4)[C:15]([CH2:34][CH2:35][CH3:36])=[N:14][C:13]=3[CH3:37])=[CH:10][CH:11]=2)[CH2:3][CH2:2]1. (3) Given the reactants [C:1]([O:20][CH2:21][C@@H:22]([O:25][CH2:26]/[CH:27]=[N:28]/[OH:29])[CH:23]=[CH2:24])([C:14]1[CH:19]=[CH:18][CH:17]=[CH:16][CH:15]=1)([C:8]1[CH:13]=[CH:12][CH:11]=[CH:10][CH:9]=1)[C:2]1[CH:7]=[CH:6][CH:5]=[CH:4][CH:3]=1.Cl[O-].[Na+], predict the reaction product. The product is: [C:1]([O:20][CH2:21][C@@H:22]1[C@@H:23]2[C:27](=[N:28][O:29][CH2:24]2)[CH2:26][O:25]1)([C:8]1[CH:13]=[CH:12][CH:11]=[CH:10][CH:9]=1)([C:14]1[CH:15]=[CH:16][CH:17]=[CH:18][CH:19]=1)[C:2]1[CH:3]=[CH:4][CH:5]=[CH:6][CH:7]=1. (4) Given the reactants Cl.[CH3:2][C:3]1[C:7]([CH2:8][N:9]2[CH:13]=[C:12]([NH2:14])[CH:11]=[N:10]2)=[C:6]([CH3:15])[O:5][N:4]=1.C(N(CC)CC)C.[Cl:23][C:24]1[C:28]([S:29]([CH3:32])(=[O:31])=[O:30])=[CH:27][S:26][C:25]=1[C:33](Cl)=[O:34], predict the reaction product. The product is: [Cl:23][C:24]1[C:28]([S:29]([CH3:32])(=[O:30])=[O:31])=[CH:27][S:26][C:25]=1[C:33]([NH:14][C:12]1[CH:11]=[N:10][N:9]([CH2:8][C:7]2[C:3]([CH3:2])=[N:4][O:5][C:6]=2[CH3:15])[CH:13]=1)=[O:34].